Dataset: Forward reaction prediction with 1.9M reactions from USPTO patents (1976-2016). Task: Predict the product of the given reaction. Given the reactants [NH:1]1[C:5]([C:6]2[CH:13]=[CH:12][CH:11]=[CH:10][C:7]=2[CH:8]=[O:9])=[N:4][N:3]=[N:2]1.O1CCCC1.C(=O)([O-])[O-].[K+].[K+].[CH2:25](Br)[C:26]1[CH:31]=[CH:30][CH:29]=[CH:28][CH:27]=1, predict the reaction product. The product is: [CH2:25]([N:4]1[C:5]([C:6]2[CH:13]=[CH:12][CH:11]=[CH:10][C:7]=2[CH:8]=[O:9])=[N:1][N:2]=[N:3]1)[C:26]1[CH:31]=[CH:30][CH:29]=[CH:28][CH:27]=1.